The task is: Predict the reactants needed to synthesize the given product.. This data is from Full USPTO retrosynthesis dataset with 1.9M reactions from patents (1976-2016). (1) Given the product [C:1]([C:3]1[CH:8]=[C:7]([N+:9]([O-:11])=[O:10])[CH:6]=[CH:5][C:4]=1[S:12]([NH:15][C:16]1[CH:25]=[C:24]2[C:19]([C:20]([CH3:32])=[C:21]([CH2:27][C:28]([OH:30])=[O:29])[C:22](=[O:26])[O:23]2)=[CH:18][CH:17]=1)(=[O:14])=[O:13])#[N:2], predict the reactants needed to synthesize it. The reactants are: [C:1]([C:3]1[CH:8]=[C:7]([N+:9]([O-:11])=[O:10])[CH:6]=[CH:5][C:4]=1[S:12]([NH:15][C:16]1[CH:25]=[C:24]2[C:19]([C:20]([CH3:32])=[C:21]([CH2:27][C:28]([O:30]C)=[O:29])[C:22](=[O:26])[O:23]2)=[CH:18][CH:17]=1)(=[O:14])=[O:13])#[N:2].Cl. (2) Given the product [NH3:17].[CH:55]([N:51]([CH:52]([CH3:54])[CH3:53])[CH2:50][CH2:49][C@@H:48]([C:36]1[CH:35]=[C:34]([CH2:33][CH2:32][O:31][C:28]2[CH:29]=[CH:30][C:25]([CH2:24][CH2:23][NH:22][CH2:21][C@@H:20]([C:12]3[CH:11]=[CH:10][C:9]([OH:8])=[C:18]4[C:13]=3[CH:14]=[CH:15][C:16](=[O:19])[NH:17]4)[OH:64])=[CH:26][CH:27]=2)[CH:39]=[CH:38][C:37]=1[OH:40])[C:58]1[CH:59]=[CH:60][CH:61]=[CH:62][CH:63]=1)([CH3:56])[CH3:57], predict the reactants needed to synthesize it. The reactants are: C([O:8][C:9]1[CH:10]=[CH:11][C:12]([C@@H:20]([O:64][Si](C(C)(C)C)(C)C)[CH2:21][NH:22][CH2:23][CH2:24][C:25]2[CH:30]=[CH:29][C:28]([O:31][CH2:32][CH2:33][C:34]3[CH:39]=[CH:38][C:37]([O:40]CC4C=CC=CC=4)=[C:36]([C@@H:48]([C:58]4[CH:63]=[CH:62][CH:61]=[CH:60][CH:59]=4)[CH2:49][CH2:50][N:51]([CH:55]([CH3:57])[CH3:56])[CH:52]([CH3:54])[CH3:53])[CH:35]=3)=[CH:27][CH:26]=2)=[C:13]2[C:18]=1[NH:17][C:16](=[O:19])[CH:15]=[CH:14]2)C1C=CC=CC=1.C([O-])=O.[NH4+].CCN(CC)CC.F.F.F. (3) The reactants are: [F:1][C:2]1[CH:7]=[C:6]([C:8]2(O)[CH2:11][O:10][CH2:9]2)[CH:5]=[C:4]([F:13])[C:3]=1[C:14]1[S:15][CH:16]=[C:17]([C:19]([O:21][CH3:22])=[O:20])[N:18]=1.COCCN(S(F)(F)[F:33])CCOC. Given the product [F:1][C:2]1[CH:7]=[C:6]([C:8]2([F:33])[CH2:11][O:10][CH2:9]2)[CH:5]=[C:4]([F:13])[C:3]=1[C:14]1[S:15][CH:16]=[C:17]([C:19]([O:21][CH3:22])=[O:20])[N:18]=1, predict the reactants needed to synthesize it. (4) Given the product [C:24]([O:23][C:21]([N:17]1[CH2:18][CH2:19][CH2:20][C@@H:15]([C:13](=[O:14])[C:4]2[CH:5]=[CH:6][CH:7]=[C:2]([Cl:1])[CH:3]=2)[CH2:16]1)=[O:22])([CH3:27])([CH3:26])[CH3:25], predict the reactants needed to synthesize it. The reactants are: [Cl:1][C:2]1[CH:3]=[C:4]([Mg]Cl)[CH:5]=[CH:6][CH:7]=1.CON(C)[C:13]([C@@H:15]1[CH2:20][CH2:19][CH2:18][N:17]([C:21]([O:23][C:24]([CH3:27])([CH3:26])[CH3:25])=[O:22])[CH2:16]1)=[O:14]. (5) Given the product [CH3:43][O:42][C:35]1[CH:36]=[C:37]([O:40][CH3:41])[CH:38]=[CH:39][C:34]=1[CH2:33][N:31]1[CH2:30][CH:29]([O:23][C:20]2[CH:21]=[CH:22][C:17]([C:14]3[CH:13]=[CH:12][C:11]([S:8]([CH3:7])(=[O:10])=[O:9])=[N:16][CH:15]=3)=[CH:18][CH:19]=2)[CH2:32]1, predict the reactants needed to synthesize it. The reactants are: CC(C)([O-])C.[K+].[CH3:7][S:8]([C:11]1[N:16]=[CH:15][C:14]([C:17]2[CH:22]=[CH:21][C:20]([OH:23])=[CH:19][CH:18]=2)=[CH:13][CH:12]=1)(=[O:10])=[O:9].CS(O[CH:29]1[CH2:32][N:31]([CH2:33][C:34]2[CH:39]=[CH:38][C:37]([O:40][CH3:41])=[CH:36][C:35]=2[O:42][CH3:43])[CH2:30]1)(=O)=O. (6) Given the product [F:1][C:2]([F:23])([CH:20]([F:21])[F:22])[CH2:3][O:4][C:5]1[CH:6]=[CH:7][C:8]([OH:11])=[CH:9][CH:10]=1, predict the reactants needed to synthesize it. The reactants are: [F:1][C:2]([F:23])([CH:20]([F:22])[F:21])[CH2:3][O:4][C:5]1[CH:10]=[CH:9][C:8](OCC2C=CC=CC=2)([OH:11])[CH2:7][CH:6]=1. (7) The reactants are: [N+:1]([C:4]1[NH:8][N:7]=[C:6]([C:9]([OH:11])=O)[CH:5]=1)([O-:3])=[O:2].CCN=C=NCCCN(C)C.C1C=CC2N(O)N=NC=2C=1.O[N:34]=[C:35]([C:37]1[CH:42]=[CH:41][C:40]([O:43][C:44]([F:47])([F:46])[F:45])=[CH:39][CH:38]=1)[NH2:36]. Given the product [N+:1]([C:4]1[NH:8][N:7]=[C:6]([C:9]2[O:11][N:36]=[C:35]([C:37]3[CH:38]=[CH:39][C:40]([O:43][C:44]([F:45])([F:46])[F:47])=[CH:41][CH:42]=3)[N:34]=2)[CH:5]=1)([O-:3])=[O:2], predict the reactants needed to synthesize it. (8) Given the product [Br:1][C:2]1[CH:12]=[CH:11][C:5]([C:6]([O:8][CH2:9][CH3:10])=[O:7])=[CH:4][C:3]=1[CH2:13][Br:21], predict the reactants needed to synthesize it. The reactants are: [Br:1][C:2]1[CH:12]=[CH:11][C:5]([C:6]([O:8][CH2:9][CH3:10])=[O:7])=[CH:4][C:3]=1[CH3:13].C1C(=O)N([Br:21])C(=O)C1.